From a dataset of Forward reaction prediction with 1.9M reactions from USPTO patents (1976-2016). Predict the product of the given reaction. (1) Given the reactants [O:1]([C:8]1[CH:13]=[CH:12][N:11]=[CH:10][CH:9]=1)[C:2]1[CH:7]=[CH:6][CH:5]=[CH:4][CH:3]=1.[Cl:14][S:15](O)(=[O:17])=[O:16], predict the reaction product. The product is: [ClH:14].[N:11]1[CH:12]=[CH:13][C:8]([O:1][C:2]2[CH:3]=[CH:4][C:5]([S:15]([Cl:14])(=[O:17])=[O:16])=[CH:6][CH:7]=2)=[CH:9][CH:10]=1. (2) Given the reactants C(Cl)(=O)C(Cl)=O.CS(C)=O.[OH:11][CH2:12][CH:13]([O:28][CH2:29][O:30][CH3:31])[CH2:14][N:15]1[C:24]2[C:19](=[CH:20][CH:21]=[C:22]([O:25][CH3:26])[CH:23]=2)[N:18]=[CH:17][C:16]1=[O:27].C(N(CC)CC)C, predict the reaction product. The product is: [CH3:31][O:30][CH2:29][O:28][CH:13]([CH2:14][N:15]1[C:24]2[C:19](=[CH:20][CH:21]=[C:22]([O:25][CH3:26])[CH:23]=2)[N:18]=[CH:17][C:16]1=[O:27])[CH:12]=[O:11]. (3) Given the reactants [CH2:1]([C:8]1[N:9]=[N:10][C:11]([N:16]2[CH2:21][CH2:20][NH:19][CH2:18][CH2:17]2)=[C:12]([CH3:15])[C:13]=1[CH3:14])[C:2]1[CH:7]=[CH:6][CH:5]=[CH:4][CH:3]=1.Cl[C:23]([O:25][C:26]1[CH:31]=[CH:30][CH:29]=[CH:28][CH:27]=1)=[O:24].CN1CCOCC1, predict the reaction product. The product is: [C:26]1([O:25][C:23]([N:19]2[CH2:18][CH2:17][N:16]([C:11]3[N:10]=[N:9][C:8]([CH2:1][C:2]4[CH:7]=[CH:6][CH:5]=[CH:4][CH:3]=4)=[C:13]([CH3:14])[C:12]=3[CH3:15])[CH2:21][CH2:20]2)=[O:24])[CH:31]=[CH:30][CH:29]=[CH:28][CH:27]=1. (4) Given the reactants [CH:1]1([C:4]2[NH:5][C:6]3[C:11]([CH:12]=2)=[C:10]([C:13]([F:16])([F:15])[F:14])[C:9]([C:17]#[N:18])=[CH:8][CH:7]=3)[CH2:3][CH2:2]1.Br[CH2:20][C:21]([NH2:23])=[O:22], predict the reaction product. The product is: [C:17]([C:9]1[C:10]([C:13]([F:14])([F:15])[F:16])=[C:11]2[C:6](=[CH:7][CH:8]=1)[N:5]([CH2:20][C:21]([NH2:23])=[O:22])[C:4]([CH:1]1[CH2:2][CH2:3]1)=[CH:12]2)#[N:18]. (5) Given the reactants [CH2:1]([C:5]1[C:9]([CH2:10][O:11][C:12]2[N:13]=[N:14][C:15](Cl)=[CH:16][CH:17]=2)=[C:8]([CH3:19])[O:7][N:6]=1)[CH2:2][CH2:3][CH3:4].[C:20](=[O:23])([O-])[O-:21].[Na+].[Na+].[CH2:26](O)[CH3:27], predict the reaction product. The product is: [CH2:26]([O:21][C:20]([C:15]1[N:14]=[N:13][C:12]([O:11][CH2:10][C:9]2[C:5]([CH2:1][CH2:2][CH2:3][CH3:4])=[N:6][O:7][C:8]=2[CH3:19])=[CH:17][CH:16]=1)=[O:23])[CH3:27]. (6) The product is: [C:1]([O:5][C:6]([N:8]1[CH2:9][CH:10]([C:12]2[CH:13]=[CH:14][CH:15]=[C:16]([C:18]([N:30]3[CH2:29][CH2:28][CH:27]([O:26][C:25]4[CH:33]=[CH:34][C:22]([F:21])=[CH:23][CH:24]=4)[CH2:32][CH2:31]3)=[O:20])[N:17]=2)[CH2:11]1)=[O:7])([CH3:2])([CH3:3])[CH3:4]. Given the reactants [C:1]([O:5][C:6]([N:8]1[CH2:11][CH:10]([C:12]2[N:17]=[C:16]([C:18]([OH:20])=O)[CH:15]=[CH:14][CH:13]=2)[CH2:9]1)=[O:7])([CH3:4])([CH3:3])[CH3:2].[F:21][C:22]1[CH:34]=[CH:33][C:25]([O:26][CH:27]2[CH2:32][CH2:31][NH:30][CH2:29][CH2:28]2)=[CH:24][CH:23]=1.C(N(C(C)C)CC)(C)C.F[P-](F)(F)(F)(F)F.N1(OC(N(C)C)=[N+](C)C)C2N=CC=CC=2N=N1, predict the reaction product. (7) Given the reactants [C:1]([O:5][CH2:6][CH2:7][CH2:8][CH2:9][CH2:10][CH:11]([CH3:13])[CH3:12])(=[O:4])[CH:2]=[CH2:3].[C:14]([NH2:18])(=[O:17])[CH:15]=[CH2:16].[C:19]([O:22][CH:23]=[CH2:24])(=[O:21])[CH3:20].CC(N=NC(C#N)(C)C)(C#N)C, predict the reaction product. The product is: [C:14]([NH2:18])(=[O:17])[CH:15]=[CH2:16].[C:1]([O:5][CH2:6][CH2:7][CH2:8][CH2:9][CH2:10][CH:11]([CH3:13])[CH3:12])(=[O:4])[CH:2]=[CH2:3].[C:19]([O:22][CH:23]=[CH2:24])(=[O:21])[CH3:20].